This data is from Retrosynthesis with 50K atom-mapped reactions and 10 reaction types from USPTO. The task is: Predict the reactants needed to synthesize the given product. (1) Given the product CCOC(=O)CCc1ccc(OCc2ccc(Cn3nc(C(C)(C)C)cc3C(C)(C)C)cc2)cc1F, predict the reactants needed to synthesize it. The reactants are: CC(C)(C)c1cc(C(C)(C)C)[nH]n1.CCOC(=O)CCc1ccc(OCc2ccc(CCl)cc2)cc1F. (2) Given the product CC(C)CN(Cc1ccnc(-c2cccc(S(C)(=O)=O)c2)c1)S(=O)(=O)c1ccccc1Cl, predict the reactants needed to synthesize it. The reactants are: CC(C)CN(Cc1ccnc(Br)c1)S(=O)(=O)c1ccccc1Cl.CS(=O)(=O)c1cccc(B(O)O)c1. (3) Given the product Cc1cc(O)cc(C)c1NC(=O)NC(=N)N, predict the reactants needed to synthesize it. The reactants are: Cc1cc(OCc2ccccc2)cc(C)c1NC(=O)NC(=N)N. (4) Given the product Nc1cc([N+](=O)[O-])ccc1F, predict the reactants needed to synthesize it. The reactants are: O=[N+]([O-])c1ccc(F)c([N+](=O)[O-])c1.